From a dataset of Forward reaction prediction with 1.9M reactions from USPTO patents (1976-2016). Predict the product of the given reaction. (1) Given the reactants C([O:3][C:4](=[O:21])[CH2:5][C:6]1([CH2:19][CH3:20])[C:11]2[NH:12][C:13]3[C:18]([C:10]=2[CH2:9][CH2:8][O:7]1)=[CH:17][CH:16]=[CH:15][CH:14]=3)C.O.[OH-].[Li+].Cl, predict the reaction product. The product is: [CH2:19]([C:6]1([CH2:5][C:4]([OH:21])=[O:3])[C:11]2[NH:12][C:13]3[C:18]([C:10]=2[CH2:9][CH2:8][O:7]1)=[CH:17][CH:16]=[CH:15][CH:14]=3)[CH3:20]. (2) Given the reactants C1(S([N:10]2[C:14]3=[N:15][CH:16]=[C:17]([C:19]4[S:20][CH:21]=[CH:22][CH:23]=4)[CH:18]=[C:13]3[C:12]([C:24]3[CH:28]=[CH:27][O:26][CH:25]=3)=[CH:11]2)(=O)=O)C=CC=CC=1.[OH-].[Na+], predict the reaction product. The product is: [O:26]1[CH:27]=[CH:28][C:24]([C:12]2[C:13]3[C:14](=[N:15][CH:16]=[C:17]([C:19]4[S:20][CH:21]=[CH:22][CH:23]=4)[CH:18]=3)[NH:10][CH:11]=2)=[CH:25]1. (3) Given the reactants [Cl:1][C:2]1[CH:3]=[CH:4][C:5]([NH:14][CH2:15][C:16]([O:18]C(C)(C)C)=[O:17])=[C:6]([C:8]2[CH:13]=[CH:12][CH:11]=[CH:10][CH:9]=2)[CH:7]=1.[C:23](=O)([O-])O.[Na+].Cl, predict the reaction product. The product is: [Cl:1][C:2]1[CH:3]=[CH:4][C:5]([N:14]([CH3:23])[CH2:15][C:16]([OH:18])=[O:17])=[C:6]([C:8]2[CH:9]=[CH:10][CH:11]=[CH:12][CH:13]=2)[CH:7]=1. (4) The product is: [CH3:1][O:2][CH:3]1[C:7]2([CH2:12][CH2:11][NH:10][CH2:9][CH2:8]2)[C:6](=[O:20])[N:5]([C:21]2[CH2:22][O:23][C:24](=[O:27])[C:25]=2[CH3:26])[CH2:4]1. Given the reactants [CH3:1][O:2][CH:3]1[C:7]2([CH2:12][CH2:11][N:10](C(OC(C)(C)C)=O)[CH2:9][CH2:8]2)[C:6](=[O:20])[N:5]([C:21]2[CH2:22][O:23][C:24](=[O:27])[C:25]=2[CH3:26])[CH2:4]1.FC(F)(F)C(O)=O, predict the reaction product.